This data is from Full USPTO retrosynthesis dataset with 1.9M reactions from patents (1976-2016). The task is: Predict the reactants needed to synthesize the given product. Given the product [CH3:21][NH+:22]1[CH2:26][CH:25]([CH3:27])[N:24]([CH3:28])[CH:23]1[CH3:29].[N+:1]([C:4]1[CH:12]=[CH:11][CH:10]=[C:6]([C:7]([O-:9])=[O:8])[C:5]=1[C:13]([O-:15])=[O:14])([O-:3])=[O:2], predict the reactants needed to synthesize it. The reactants are: [N+:1]([C:4]1[CH:12]=[CH:11][CH:10]=[C:6]([C:7]([OH:9])=[O:8])[C:5]=1[C:13]([OH:15])=[O:14])([O-:3])=[O:2].COC(=O)[O-].[CH3:21][NH+:22]1[CH2:26][CH:25]([CH3:27])[N:24]([CH3:28])[CH:23]1[CH3:29].